Dataset: Catalyst prediction with 721,799 reactions and 888 catalyst types from USPTO. Task: Predict which catalyst facilitates the given reaction. The catalyst class is: 5. Product: [F:1][C:2]1[CH:3]=[C:4]([CH:7]=[C:8]([N:10]2[CH2:16][CH2:15][CH2:14][C:13]3[N:17]=[C:18]([C:20]4[CH:25]=[CH:24][C:23]([F:26])=[CH:22][N:21]=4)[O:19][C:12]=3[CH2:11]2)[CH:9]=1)[C:5]#[N:6]. Reactant: [F:1][C:2]1[CH:3]=[C:4]([CH:7]=[C:8]([N:10]2[CH2:16][CH2:15][CH2:14][C:13]3[N:17]=[C:18]([C:20]4[CH:25]=[CH:24][CH:23]=[CH:22][N:21]=4)[O:19][C:12]=3[CH2:11]2)[CH:9]=1)[C:5]#[N:6].[F:26]C1C=CC(C(O)=O)=NC=1.C(Cl)Cl.